From a dataset of Merck oncology drug combination screen with 23,052 pairs across 39 cell lines. Regression. Given two drug SMILES strings and cell line genomic features, predict the synergy score measuring deviation from expected non-interaction effect. (1) Drug 1: CC(=O)OC1C(=O)C2(C)C(O)CC3OCC3(OC(C)=O)C2C(OC(=O)c2ccccc2)C2(O)CC(OC(=O)C(O)C(NC(=O)c3ccccc3)c3ccccc3)C(C)=C1C2(C)C. Drug 2: COC1=C2CC(C)CC(OC)C(O)C(C)C=C(C)C(OC(N)=O)C(OC)C=CC=C(C)C(=O)NC(=CC1=O)C2=O. Cell line: UWB1289. Synergy scores: synergy=-28.7. (2) Drug 1: N.N.O=C(O)C1(C(=O)O)CCC1.[Pt]. Drug 2: CCc1cnn2c(NCc3ccc[n+]([O-])c3)cc(N3CCCCC3CCO)nc12. Cell line: NCIH2122. Synergy scores: synergy=-6.47.